From a dataset of NCI-60 drug combinations with 297,098 pairs across 59 cell lines. Regression. Given two drug SMILES strings and cell line genomic features, predict the synergy score measuring deviation from expected non-interaction effect. (1) Drug 1: CC=C1C(=O)NC(C(=O)OC2CC(=O)NC(C(=O)NC(CSSCCC=C2)C(=O)N1)C(C)C)C(C)C. Drug 2: CC1=C(C(=CC=C1)Cl)NC(=O)C2=CN=C(S2)NC3=CC(=NC(=N3)C)N4CCN(CC4)CCO. Cell line: NCI-H226. Synergy scores: CSS=7.29, Synergy_ZIP=-1.05, Synergy_Bliss=-0.472, Synergy_Loewe=-20.6, Synergy_HSA=0.484. (2) Drug 1: C1=NC2=C(N1)C(=S)N=C(N2)N. Drug 2: C1CNP(=O)(OC1)N(CCCl)CCCl. Cell line: HS 578T. Synergy scores: CSS=36.0, Synergy_ZIP=0.215, Synergy_Bliss=-1.46, Synergy_Loewe=-35.8, Synergy_HSA=-2.14. (3) Drug 1: CC1C(C(CC(O1)OC2CC(CC3=C2C(=C4C(=C3O)C(=O)C5=C(C4=O)C(=CC=C5)OC)O)(C(=O)CO)O)N)O.Cl. Drug 2: C1=CC=C(C(=C1)C(C2=CC=C(C=C2)Cl)C(Cl)Cl)Cl. Cell line: NCI-H322M. Synergy scores: CSS=-1.70, Synergy_ZIP=6.35, Synergy_Bliss=13.2, Synergy_Loewe=-12.2, Synergy_HSA=-0.429. (4) Drug 1: COC1=NC(=NC2=C1N=CN2C3C(C(C(O3)CO)O)O)N. Drug 2: N.N.Cl[Pt+2]Cl. Cell line: HS 578T. Synergy scores: CSS=9.01, Synergy_ZIP=-0.113, Synergy_Bliss=4.99, Synergy_Loewe=-1.20, Synergy_HSA=3.89.